Dataset: Full USPTO retrosynthesis dataset with 1.9M reactions from patents (1976-2016). Task: Predict the reactants needed to synthesize the given product. (1) Given the product [CH3:9][O:8][C:7]1[C:2]([C:14]([CH3:18])=[CH2:13])=[N:3][C:4]([N+:10]([O-:12])=[O:11])=[CH:5][CH:6]=1, predict the reactants needed to synthesize it. The reactants are: Br[C:2]1[C:7]([O:8][CH3:9])=[CH:6][CH:5]=[C:4]([N+:10]([O-:12])=[O:11])[N:3]=1.[CH3:13][C:14]1(C)[C:18](C)(C)OB(C(C)=C)O1.[O-]P([O-])([O-])=O.[K+].[K+].[K+].CC(N(C)C)=O. (2) Given the product [NH:19]1[CH:20]=[CH:21][CH:22]=[C:18]1[C:5]1[C:4]2[C:8](=[CH:9][CH:10]=[C:2]([NH:1][C:23](=[O:30])[C:24]3[CH:29]=[CH:28][N:27]=[CH:26][CH:25]=3)[CH:3]=2)[NH:7][N:6]=1, predict the reactants needed to synthesize it. The reactants are: [NH2:1][C:2]1[CH:3]=[C:4]2[C:8](=[CH:9][CH:10]=1)[N:7](OC(=O)C(C)(C)C)[N:6]=[C:5]2[C:18]1[NH:19][CH:20]=[CH:21][CH:22]=1.[C:23](Cl)(=[O:30])[C:24]1[CH:29]=[CH:28][N:27]=[CH:26][CH:25]=1.C(N(CC)CC)C.